The task is: Regression. Given a peptide amino acid sequence and an MHC pseudo amino acid sequence, predict their binding affinity value. This is MHC class I binding data.. This data is from Peptide-MHC class I binding affinity with 185,985 pairs from IEDB/IMGT. (1) The peptide sequence is LFNRDKTEAI. The MHC is H-2-Kb with pseudo-sequence H-2-Kb. The binding affinity (normalized) is 0.0508. (2) The peptide sequence is EIINFTISMR. The MHC is HLA-A31:01 with pseudo-sequence HLA-A31:01. The binding affinity (normalized) is 0.440. (3) The MHC is HLA-A31:01 with pseudo-sequence HLA-A31:01. The binding affinity (normalized) is 0.125. The peptide sequence is ILKEPVHGV. (4) The peptide sequence is SIDVDKRTK. The MHC is HLA-A03:01 with pseudo-sequence HLA-A03:01. The binding affinity (normalized) is 0.352. (5) The peptide sequence is TTIEDILPK. The MHC is HLA-B44:02 with pseudo-sequence HLA-B44:02. The binding affinity (normalized) is 0.0847. (6) The peptide sequence is NELGYSGYF. The MHC is HLA-B08:03 with pseudo-sequence HLA-B08:03. The binding affinity (normalized) is 0.0847. (7) The peptide sequence is RVNKGTGVK. The MHC is HLA-A26:01 with pseudo-sequence HLA-A26:01. The binding affinity (normalized) is 0.0847.